This data is from Full USPTO retrosynthesis dataset with 1.9M reactions from patents (1976-2016). The task is: Predict the reactants needed to synthesize the given product. (1) The reactants are: Cl.[C:2]1([S:8]([N:11]2[C:23]3[CH2:22][N:21]([CH2:24][CH:25]([CH:34]4[CH2:39][CH2:38][C:37]([N:47]([CH3:49])[CH3:48])([C:40]5[CH:45]=[CH:44][CH:43]=[C:42]([F:46])[CH:41]=5)[CH2:36][CH2:35]4)[O:26][Si](C(C)(C)C)(C)C)[CH2:20][CH2:19][C:18]=3[C:17]3[C:12]2=[CH:13][CH:14]=[CH:15][CH:16]=3)(=[O:10])=[O:9])[CH:7]=[CH:6][CH:5]=[CH:4][CH:3]=1.[OH-].[Na+]. Given the product [C:2]1([S:8]([N:11]2[C:23]3[CH2:22][N:21]([CH2:24][CH:25]([CH:34]4[CH2:35][CH2:36][C:37]([N:47]([CH3:49])[CH3:48])([C:40]5[CH:45]=[CH:44][CH:43]=[C:42]([F:46])[CH:41]=5)[CH2:38][CH2:39]4)[OH:26])[CH2:20][CH2:19][C:18]=3[C:17]3[C:12]2=[CH:13][CH:14]=[CH:15][CH:16]=3)(=[O:9])=[O:10])[CH:3]=[CH:4][CH:5]=[CH:6][CH:7]=1, predict the reactants needed to synthesize it. (2) Given the product [C:1]1([CH:7]([C:11]2[CH:16]=[CH:15][CH:14]=[CH:13][CH:12]=2)[C:8]([N:19]([CH2:17][CH3:18])[CH2:20][CH2:21][CH2:22][N:23]2[CH2:28][CH2:27][CH:26]([C:29]3[CH:30]=[C:31]([NH:35][C:36](=[O:40])[CH:37]([CH3:39])[CH3:38])[CH:32]=[CH:33][CH:34]=3)[CH2:25][CH2:24]2)=[O:9])[CH:6]=[CH:5][CH:4]=[CH:3][CH:2]=1, predict the reactants needed to synthesize it. The reactants are: [C:1]1([CH:7]([C:11]2[CH:16]=[CH:15][CH:14]=[CH:13][CH:12]=2)[C:8](Cl)=[O:9])[CH:6]=[CH:5][CH:4]=[CH:3][CH:2]=1.[CH2:17]([NH:19][CH2:20][CH2:21][CH2:22][N:23]1[CH2:28][CH2:27][CH:26]([C:29]2[CH:30]=[C:31]([NH:35][C:36](=[O:40])[CH:37]([CH3:39])[CH3:38])[CH:32]=[CH:33][CH:34]=2)[CH2:25][CH2:24]1)[CH3:18]. (3) Given the product [CH:11]1([C:14]#[C:15][C:2]2[S:3][CH:4]=[C:5]([C:7]([O:9][CH3:10])=[O:8])[N:6]=2)[CH2:13][CH2:12]1, predict the reactants needed to synthesize it. The reactants are: Br[C:2]1[S:3][CH:4]=[C:5]([C:7]([O:9][CH3:10])=[O:8])[N:6]=1.[CH:11]1([C:14]#[CH:15])[CH2:13][CH2:12]1.C1(P(C2C=CC=CC=2)C2C=CC=CC=2)C=CC=CC=1.C(N(CC)CC)C. (4) Given the product [CH2:1]([O:8][C:9](=[O:28])[NH:10][C:11]1([C:21]2[CH:26]=[CH:25][C:24]([F:27])=[CH:23][CH:22]=2)[CH2:20][CH2:19][C:14](=[O:15])[CH2:13][CH2:12]1)[C:2]1[CH:7]=[CH:6][CH:5]=[CH:4][CH:3]=1, predict the reactants needed to synthesize it. The reactants are: [CH2:1]([O:8][C:9](=[O:28])[NH:10][C:11]1([C:21]2[CH:26]=[CH:25][C:24]([F:27])=[CH:23][CH:22]=2)[CH2:20][CH2:19][C:14]2(OCC[O:15]2)[CH2:13][CH2:12]1)[C:2]1[CH:7]=[CH:6][CH:5]=[CH:4][CH:3]=1.C(=O)(O)[O-].[Na+].